Dataset: Forward reaction prediction with 1.9M reactions from USPTO patents (1976-2016). Task: Predict the product of the given reaction. (1) Given the reactants C[O:2][C:3](=O)[C:4]1[CH:9]=[CH:8][C:7]([NH:10][C:11](=[O:29])[CH:12]([C:19]2[CH:24]=[CH:23][C:22]([S:25]([CH3:28])(=[O:27])=[O:26])=[CH:21][CH:20]=2)[CH2:13][CH:14]2[CH2:18][CH2:17][CH2:16][CH2:15]2)=[N:6][CH:5]=1.[H-].[Al+3].[Li+].[H-].[H-].[H-], predict the reaction product. The product is: [CH:14]1([CH2:13][CH:12]([C:19]2[CH:24]=[CH:23][C:22]([S:25]([CH3:28])(=[O:27])=[O:26])=[CH:21][CH:20]=2)[C:11]([NH:10][C:7]2[CH:8]=[CH:9][C:4]([CH2:3][OH:2])=[CH:5][N:6]=2)=[O:29])[CH2:15][CH2:16][CH2:17][CH2:18]1. (2) The product is: [Br:1][C:2]1[C:3]([O:36][CH3:37])=[CH:4][C:5]2[CH2:6][CH2:7][N:8]3[C:15]4[C:16](=[O:17])[N:18]([C:31]([CH3:33])([CH3:34])[CH3:32])[CH2:19][CH2:20][CH2:21][O:22][CH2:23][C:24]=4[C:25]([C:26]4[S:27][CH:28]=[CH:29][CH:30]=4)=[C:9]3[C:10]=2[CH:11]=1. Given the reactants [Br:1][C:2]1[CH:11]=[C:10]2[C:5]([CH2:6][CH2:7][N:8]([C:15](=O)[C:16]([N:18]([C:31]([CH3:34])([CH3:33])[CH3:32])[CH2:19][CH2:20][CH2:21][O:22][CH2:23][C:24]#[C:25][C:26]3[S:27][CH:28]=[CH:29][CH:30]=3)=[O:17])[CH:9]2C(O)=O)=[CH:4][C:3]=1[O:36][CH3:37].C(O)(=O)C.N, predict the reaction product. (3) The product is: [NH2:9][C:7]1[N:6]([C:21]([O:20][C:17]([CH3:19])([CH3:18])[CH3:16])=[O:22])[N:5]=[C:4]([CH:1]2[CH2:3][CH2:2]2)[CH:8]=1. Given the reactants [CH:1]1([C:4]2[CH:8]=[C:7]([NH2:9])[NH:6][N:5]=2)[CH2:3][CH2:2]1.C([O-])([O-])=O.[K+].[K+].[CH3:16][C:17]([O:20][C:21](O[C:21]([O:20][C:17]([CH3:19])([CH3:18])[CH3:16])=[O:22])=[O:22])([CH3:19])[CH3:18], predict the reaction product. (4) The product is: [Br:26][CH2:24][C:19]1[CH:20]=[CH:21][CH:22]=[CH:23][C:18]=1[C:17]([C:4]1[CH:3]=[C:2]([Cl:1])[CH:7]=[CH:6][C:5]=1[NH:8][C:9](=[O:16])[C:10]1[CH:11]=[CH:12][CH:13]=[CH:14][CH:15]=1)=[O:25]. Given the reactants [Cl:1][C:2]1[CH:7]=[CH:6][C:5]([NH:8][C:9](=[O:16])[C:10]2[CH:15]=[CH:14][CH:13]=[CH:12][CH:11]=2)=[C:4]([C:17](=[O:25])[C:18]2[CH:23]=[CH:22][CH:21]=[CH:20][C:19]=2[CH3:24])[CH:3]=1.[Br:26]N1C(=O)CCC1=O, predict the reaction product.